Dataset: Forward reaction prediction with 1.9M reactions from USPTO patents (1976-2016). Task: Predict the product of the given reaction. (1) Given the reactants Cl.[Br:2][C:3]1[CH:4]=[C:5]([NH:9][NH2:10])[CH:6]=[CH:7][CH:8]=1.[CH2:11]([O:13][C:14](=[O:22])[CH:15]([C:19](=O)[CH3:20])[C:16](=O)[CH3:17])[CH3:12].N1C=CC=CC=1, predict the reaction product. The product is: [CH2:11]([O:13][C:14]([C:15]1[C:16]([CH3:17])=[N:10][N:9]([C:5]2[CH:6]=[CH:7][CH:8]=[C:3]([Br:2])[CH:4]=2)[C:19]=1[CH3:20])=[O:22])[CH3:12]. (2) Given the reactants [NH2:1][C:2]1[CH:10]=[CH:9][C:8]([Cl:11])=[CH:7][C:3]=1[C:4]([NH2:6])=O.[Cl:12][C:13]1[CH:21]=[CH:20][C:16]([C:17](Cl)=O)=[CH:15][CH:14]=1.[NH:22]1[CH2:27][CH2:26][S:25][CH2:24][CH2:23]1, predict the reaction product. The product is: [Cl:11][C:8]1[CH:7]=[C:3]2[C:2](=[CH:10][CH:9]=1)[N:1]=[C:17]([C:16]1[CH:20]=[CH:21][C:13]([Cl:12])=[CH:14][CH:15]=1)[N:6]=[C:4]2[N:22]1[CH2:27][CH2:26][S:25][CH2:24][CH2:23]1. (3) Given the reactants FC(F)(F)C(O)=O.[F:8][C:9]1[C:14]([F:15])=[CH:13][CH:12]=[CH:11][C:10]=1[C:16]1([OH:27])[CH2:19][N:18](C(OC(C)(C)C)=O)[CH2:17]1, predict the reaction product. The product is: [F:8][C:9]1[C:14]([F:15])=[CH:13][CH:12]=[CH:11][C:10]=1[C:16]1([OH:27])[CH2:19][NH:18][CH2:17]1. (4) Given the reactants CCN(CC)CC.[Br:8][CH2:9][CH2:10]CCC(Cl)=O.[NH:16]1[CH:25]2[CH:20]([CH2:21][CH2:22][CH2:23][CH2:24]2)[CH2:19][CH2:18][CH2:17]1.CCO[C:29]([CH3:31])=[O:30], predict the reaction product. The product is: [Br:8][CH2:9][CH2:10][CH2:31][C:29]([N:16]1[CH:25]2[CH:20]([CH2:21][CH2:22][CH2:23][CH2:24]2)[CH2:19][CH2:18][CH2:17]1)=[O:30].